Dataset: Catalyst prediction with 721,799 reactions and 888 catalyst types from USPTO. Task: Predict which catalyst facilitates the given reaction. Reactant: [F:1][C:2]1[CH:3]=[C:4]([C:8]2[CH:13]=[CH:12][C:11]([CH2:14][C:15]([OH:17])=O)=[CH:10][CH:9]=2)[CH:5]=[CH:6][CH:7]=1.C(Cl)(=O)C(Cl)=O.[NH:24]1[C:28]2[CH2:29][CH2:30][CH2:31][C:27]=2[C:26]([NH2:32])=[N:25]1. Product: [F:1][C:2]1[CH:3]=[C:4]([C:8]2[CH:9]=[CH:10][C:11]([CH2:14][C:15]([NH:32][C:26]3[C:27]4[CH2:31][CH2:30][CH2:29][C:28]=4[NH:24][N:25]=3)=[O:17])=[CH:12][CH:13]=2)[CH:5]=[CH:6][CH:7]=1. The catalyst class is: 213.